Dataset: Full USPTO retrosynthesis dataset with 1.9M reactions from patents (1976-2016). Task: Predict the reactants needed to synthesize the given product. Given the product [F:1][C:2]1[CH:37]=[C:36]([NH:38][C:39]([NH:41][C:42]2[CH:46]=[C:45]([CH3:47])[O:44][N:43]=2)=[O:40])[CH:35]=[CH:34][C:3]=1[O:4][C:5]1[CH:10]=[CH:9][N:8]=[C:7]2[CH:11]=[C:12]([C:14]3[CH:15]=[CH:16][C:17]([CH2:20][CH2:21][NH:22][CH2:30][CH2:31][O:32][CH3:33])=[CH:18][N:19]=3)[S:13][C:6]=12, predict the reactants needed to synthesize it. The reactants are: [F:1][C:2]1[CH:37]=[C:36]([NH:38][C:39]([NH:41][C:42]2[CH:46]=[C:45]([CH3:47])[O:44][N:43]=2)=[O:40])[CH:35]=[CH:34][C:3]=1[O:4][C:5]1[CH:10]=[CH:9][N:8]=[C:7]2[CH:11]=[C:12]([C:14]3[N:19]=[CH:18][C:17]([CH2:20][CH2:21][N:22]([CH2:30][CH2:31][O:32][CH3:33])C(=O)OC(C)(C)C)=[CH:16][CH:15]=3)[S:13][C:6]=12.C(O)(C(F)(F)F)=O.